Dataset: Peptide-MHC class II binding affinity with 134,281 pairs from IEDB. Task: Regression. Given a peptide amino acid sequence and an MHC pseudo amino acid sequence, predict their binding affinity value. This is MHC class II binding data. (1) The peptide sequence is SLSELTDALRTLGST. The MHC is DRB1_0101 with pseudo-sequence DRB1_0101. The binding affinity (normalized) is 0.380. (2) The peptide sequence is AEEVEKIEKTEEPAP. The MHC is DRB1_0101 with pseudo-sequence DRB1_0101. The binding affinity (normalized) is 0.106. (3) The peptide sequence is AALHPFALLLVLAGWK. The binding affinity (normalized) is 0.453. The MHC is DRB1_0701 with pseudo-sequence DRB1_0701. (4) The peptide sequence is HMAKEDLVANQPNLK. The MHC is DRB5_0101 with pseudo-sequence DRB5_0101. The binding affinity (normalized) is 0.312.